From a dataset of Full USPTO retrosynthesis dataset with 1.9M reactions from patents (1976-2016). Predict the reactants needed to synthesize the given product. Given the product [CH3:12][C:11]1[C:2]([NH2:1])=[CH:3][CH:4]=[C:5]2[C:10]=1[N:9]=[CH:8][C:7]([CH2:13][N:15]1[CH2:19][CH2:18][CH2:17][CH2:16]1)=[CH:6]2, predict the reactants needed to synthesize it. The reactants are: [NH2:1][C:2]1[C:11]([CH3:12])=[C:10]2[C:5]([CH:6]=[C:7]([CH:13]=O)[CH:8]=[N:9]2)=[CH:4][CH:3]=1.[NH:15]1[CH2:19][CH2:18][CH2:17][CH2:16]1.C(=O)([O-])O.[Na+].